From a dataset of Peptide-MHC class II binding affinity with 134,281 pairs from IEDB. Regression. Given a peptide amino acid sequence and an MHC pseudo amino acid sequence, predict their binding affinity value. This is MHC class II binding data. (1) The peptide sequence is INSMKTSFSSRLLIN. The MHC is DRB1_1101 with pseudo-sequence DRB1_1101. The binding affinity (normalized) is 0.293. (2) The peptide sequence is GGFMTTAFQYIIDNKG. The MHC is HLA-DPA10201-DPB10101 with pseudo-sequence HLA-DPA10201-DPB10101. The binding affinity (normalized) is 0.753.